This data is from Full USPTO retrosynthesis dataset with 1.9M reactions from patents (1976-2016). The task is: Predict the reactants needed to synthesize the given product. Given the product [NH2:7][C:8]1[CH:16]=[C:15]([Br:17])[C:14]([O:18][CH3:19])=[CH:13][C:9]=1[CH2:10][OH:11], predict the reactants needed to synthesize it. The reactants are: [H-].[Al+3].[Li+].[H-].[H-].[H-].[NH2:7][C:8]1[CH:16]=[C:15]([Br:17])[C:14]([O:18][CH3:19])=[CH:13][C:9]=1[C:10]([O-])=[O:11].